Predict the reaction yield, written as a fraction of the theoretical maximum amount of product (1.0 means a 100% yield; for example, 0.34 means a 34% yield). From a dataset of Reaction yield outcomes from USPTO patents with 853,638 reactions. (1) The reactants are [C:1]1([PH:7](=[O:9])[OH:8])[CH:6]=[CH:5][CH:4]=[CH:3][CH:2]=1.[N:10]1[C:17]([NH2:18])=[N:16][C:14]([NH2:15])=[N:13][C:11]=1[NH2:12]. The catalyst is O. The product is [C:1]1([PH:7](=[O:8])[OH:9])[CH:6]=[CH:5][CH:4]=[CH:3][CH:2]=1.[N:10]1[C:17]([NH2:18])=[N:16][C:14]([NH2:15])=[N:13][C:11]=1[NH2:12]. The yield is 0.828. (2) The reactants are Br[C:2]1[N:10]([CH2:11][CH2:12][C:13]2[CH:18]=[CH:17][C:16]([Cl:19])=[CH:15][CH:14]=2)[C:9]2[C:8](=[O:20])[N:7]([CH3:21])[C:6](=[O:22])[N:5]([CH3:23])[C:4]=2[N:3]=1.[O:24]1[CH2:29][CH2:28][N:27]([CH2:30][C:31]2[CH:32]=[C:33]([OH:37])[CH:34]=[CH:35][CH:36]=2)[CH2:26][CH2:25]1.C(=O)([O-])[O-].[K+].[K+]. The product is [Cl:19][C:16]1[CH:17]=[CH:18][C:13]([CH2:12][CH2:11][N:10]2[C:9]3[C:8](=[O:20])[N:7]([CH3:21])[C:6](=[O:22])[N:5]([CH3:23])[C:4]=3[N:3]=[C:2]2[O:37][C:33]2[CH:34]=[CH:35][CH:36]=[C:31]([CH2:30][N:27]3[CH2:26][CH2:25][O:24][CH2:29][CH2:28]3)[CH:32]=2)=[CH:14][CH:15]=1. The yield is 0.353. The catalyst is CN(C=O)C.C(OCC)(=O)C. (3) The reactants are [C:1]([C:3]1[CH:8]=[CH:7][C:6]([N:9]2[C:16](=[O:17])[C:12]3([CH2:15][CH2:14][CH2:13]3)[N:11]([C:18]3[CH:23]=[CH:22][C:21]([CH2:24]OS(C)(=O)=O)=[CH:20][CH:19]=3)[C:10]2=[S:30])=[CH:5][C:4]=1[C:31]([F:34])([F:33])[F:32])#[N:2].[CH3:35][NH:36][CH3:37]. The catalyst is C1COCC1. The product is [CH3:35][N:36]([CH2:24][C:21]1[CH:20]=[CH:19][C:18]([N:11]2[C:10](=[S:30])[N:9]([C:6]3[CH:7]=[CH:8][C:3]([C:1]#[N:2])=[C:4]([C:31]([F:32])([F:34])[F:33])[CH:5]=3)[C:16](=[O:17])[C:12]32[CH2:15][CH2:14][CH2:13]3)=[CH:23][CH:22]=1)[CH3:37]. The yield is 0.950. (4) The reactants are [O:1]=[C:2]([C:8]1[N:12]2[CH:13]=[CH:14][C:15]([C:17](=[O:25])[NH:18][C:19]3[CH:24]=[CH:23][CH:22]=[CH:21][CH:20]=3)=[CH:16][C:11]2=[N:10][C:9]=1[C:26]([F:29])([F:28])[F:27])[C:3]([O:5][CH2:6][CH3:7])=[O:4].[BH4-].[Na+].C(=O)([O-])O.[Na+]. The catalyst is C1COCC1. The product is [OH:1][CH:2]([C:8]1[N:12]2[CH:13]=[CH:14][C:15]([C:17](=[O:25])[NH:18][C:19]3[CH:20]=[CH:21][CH:22]=[CH:23][CH:24]=3)=[CH:16][C:11]2=[N:10][C:9]=1[C:26]([F:28])([F:29])[F:27])[C:3]([O:5][CH2:6][CH3:7])=[O:4]. The yield is 0.280. (5) The reactants are [S:1]1[CH:5]=[C:4]([CH2:6][N:7]([C@@H:41]([CH3:49])[CH:42]([O:46][CH2:47][CH3:48])[O:43][CH2:44][CH3:45])[C:8](=[O:40])[C@@H:9]([NH:22]C(=O)OCC2C3C=CC=CC=3C3C2=CC=CC=3)[CH2:10][C:11]2[CH:16]=[CH:15][C:14]([O:17][C:18]([CH3:21])([CH3:20])[CH3:19])=[CH:13][CH:12]=2)[C:3]2[CH:50]=[CH:51][CH:52]=[CH:53][C:2]1=2.N1CCCCC1. No catalyst specified. The product is [NH2:22][C@@H:9]([CH2:10][C:11]1[CH:16]=[CH:15][C:14]([O:17][C:18]([CH3:21])([CH3:19])[CH3:20])=[CH:13][CH:12]=1)[C:8]([N:7]([CH2:6][C:4]1[C:3]2[CH:50]=[CH:51][CH:52]=[CH:53][C:2]=2[S:1][CH:5]=1)[C@@H:41]([CH3:49])[CH:42]([O:46][CH2:47][CH3:48])[O:43][CH2:44][CH3:45])=[O:40]. The yield is 0.980.